Dataset: Full USPTO retrosynthesis dataset with 1.9M reactions from patents (1976-2016). Task: Predict the reactants needed to synthesize the given product. (1) Given the product [NH2:21][C:10]1[CH:9]=[C:8]([NH:7][C:5](=[O:6])[C:4]2[CH:24]=[CH:25][CH:26]=[C:2]([Cl:1])[CH:3]=2)[CH:13]=[C:12]([O:14][C:15]2[CH:16]=[N:17][CH:18]=[CH:19][CH:20]=2)[CH:11]=1, predict the reactants needed to synthesize it. The reactants are: [Cl:1][C:2]1[CH:3]=[C:4]([CH:24]=[CH:25][CH:26]=1)[C:5]([NH:7][C:8]1[CH:13]=[C:12]([O:14][C:15]2[CH:16]=[N:17][CH:18]=[CH:19][CH:20]=2)[CH:11]=[C:10]([N+:21]([O-])=O)[CH:9]=1)=[O:6].[OH-].[Na+]. (2) Given the product [CH3:20][O:19][C:15]1[CH:14]=[C:13]([CH:18]=[CH:17][CH:16]=1)[CH2:12][C:11]1[NH:10][C:4]2[C:3]([N:2]=1)=[C:8]([NH2:9])[N:7]=[CH:6][N:5]=2, predict the reactants needed to synthesize it. The reactants are: Cl.[NH2:2][C:3]1[C:4]([NH:10][C:11](=O)[CH2:12][C:13]2[CH:18]=[CH:17][CH:16]=[C:15]([O:19][CH3:20])[CH:14]=2)=[N:5][CH:6]=[N:7][C:8]=1[NH2:9].CO[Na].Cl.